Dataset: Forward reaction prediction with 1.9M reactions from USPTO patents (1976-2016). Task: Predict the product of the given reaction. Given the reactants [Cl:1][C:2]1[CH:3]=[C:4]2[C:9](=[CH:10][CH:11]=1)[N:8]=[C:7]([C:12]([O:14]CC)=O)[N:6]=[CH:5]2.[NH2:17][C@H:18]1[CH2:22][CH2:21][N:20]([C:23]([O:25][C:26]([CH3:29])([CH3:28])[CH3:27])=[O:24])[CH2:19]1.C(N(C(C)C)CC)(C)C, predict the reaction product. The product is: [Cl:1][C:2]1[CH:3]=[C:4]2[C:9](=[CH:10][CH:11]=1)[N:8]=[C:7]([C:12]([NH:17][C@H:18]1[CH2:22][CH2:21][N:20]([C:23]([O:25][C:26]([CH3:29])([CH3:28])[CH3:27])=[O:24])[CH2:19]1)=[O:14])[N:6]=[CH:5]2.